From a dataset of Catalyst prediction with 721,799 reactions and 888 catalyst types from USPTO. Predict which catalyst facilitates the given reaction. (1) Reactant: C(O[C:6](=O)[NH:7][C:8]1[CH:13]=[C:12]([N:14]2[CH2:18][CH2:17][CH2:16][S:15]2(=[O:20])=[O:19])[CH:11]=[CH:10][C:9]=1[C:21]([N:23]1[CH2:28][CH2:27][N:26]([C:29]2[CH:34]=[CH:33][C:32]([CH3:35])=[CH:31][C:30]=2[CH3:36])[CH2:25][CH2:24]1)=[O:22])(C)(C)C.[H-].[Na+].CI.O. Product: [CH3:36][C:30]1[CH:31]=[C:32]([CH3:35])[CH:33]=[CH:34][C:29]=1[N:26]1[CH2:25][CH2:24][N:23]([C:21]([C:9]2[CH:10]=[CH:11][C:12]([N:14]3[CH2:18][CH2:17][CH2:16][S:15]3(=[O:20])=[O:19])=[CH:13][C:8]=2[NH:7][CH3:6])=[O:22])[CH2:28][CH2:27]1. The catalyst class is: 9. (2) Reactant: [NH2:1][C:2]1[CH:3]=[C:4]([CH:7]=[C:8]([NH2:10])[CH:9]=1)[C:5]#[N:6].[C:11](OC(=O)C)(=[O:13])[CH3:12].N1C=CC=CC=1.[CH3:24][CH2:25][O:26]C(C)=O. Product: [C:11]([NH:1][C:2]1[CH:9]=[C:8]([NH:10][C:25](=[O:26])[CH3:24])[CH:7]=[C:4]([C:5]#[N:6])[CH:3]=1)(=[O:13])[CH3:12]. The catalyst class is: 2. (3) Reactant: [CH2:1]([N:4]1[CH2:9][CH2:8][NH:7][C@@H:6]([CH2:10][CH:11]([CH3:13])[CH3:12])[CH2:5]1)[CH:2]=[CH2:3].[H-].[Na+].Cl[C:17]1[O:18][C:19]2[C:20](=[C:22]([C:26]([O:28][CH3:29])=[O:27])[CH:23]=[CH:24][CH:25]=2)[N:21]=1. Product: [CH2:1]([N:4]1[CH2:9][CH2:8][N:7]([C:17]2[O:18][C:19]3[C:20](=[C:22]([C:26]([O:28][CH3:29])=[O:27])[CH:23]=[CH:24][CH:25]=3)[N:21]=2)[C@@H:6]([CH2:10][CH:11]([CH3:13])[CH3:12])[CH2:5]1)[CH:2]=[CH2:3]. The catalyst class is: 57. (4) The catalyst class is: 11. Product: [CH3:1][N:2]([CH3:5])[CH:3]=[C:15]([C:12]1[CH:11]=[CH:10][C:9]([N+:6]([O-:8])=[O:7])=[CH:14][CH:13]=1)[C:16]#[N:17]. Reactant: [CH3:1][N:2]([CH3:5])[CH:3]=O.[N+:6]([C:9]1[CH:14]=[CH:13][C:12]([CH2:15][C:16]#[N:17])=[CH:11][CH:10]=1)([O-:8])=[O:7].CCCCCC. (5) Reactant: Cl.C(OC([N:9]1[CH:14]([C:15]2[NH:19][C:18]3[CH:20]=[C:21]([C:24]4[CH:25]=[CH:26][C:27]5[C:31]6[CH:32]=[CH:33][C:34]([C:36]7[NH:37][C:38]([CH:41]8[CH2:45][CH2:44][CH2:43][N:42]8C(OC(C)(C)C)=O)=[N:39][CH:40]=7)=[CH:35][C:30]=6[S:29][C:28]=5[CH:53]=4)[CH:22]=[CH:23][C:17]=3[N:16]=2)[CH:13]2[CH2:54][CH:10]1[CH2:11][CH2:12]2)=O)(C)(C)C.[CH3:55][O:56][C:57]([NH:59][CH:60]([CH:64]([CH3:66])[CH3:65])[C:61](O)=[O:62])=[O:58].C[N:68]1[CH2:73][CH2:72][O:71]CC1.CN(C(ON1N=N[C:84]2[CH:85]=CC=N[C:83]1=2)=[N+](C)C)C.F[P-](F)(F)(F)(F)F.[C:98]([O:101][CH2:102]C)(=[O:100])C. Product: [CH3:102][O:101][C:98](=[O:100])[NH:68][CH:73]([C:72]([N:42]1[CH2:43][CH2:44][CH2:45][CH:41]1[C:38]1[NH:37][C:36]([C:34]2[CH:33]=[CH:32][C:31]3[C:27]4[CH:26]=[CH:25][C:24]([C:21]5[CH:22]=[CH:23][C:17]6[N:16]=[C:15]([CH:14]7[CH:13]8[CH2:54][CH:10]([CH2:11][CH2:12]8)[N:9]7[C:61](=[O:62])[CH:60]([NH:59][C:57]([O:56][CH3:55])=[O:58])[CH:64]([CH3:66])[CH3:65])[NH:19][C:18]=6[CH:20]=5)=[CH:53][C:28]=4[S:29][C:30]=3[CH:35]=2)=[CH:40][N:39]=1)=[O:71])[CH:84]([CH3:85])[CH3:83]. The catalyst class is: 258. (6) Reactant: [OH:1][C:2]1[C:3]([C:8]([NH2:10])=[O:9])=[N:4][CH:5]=[CH:6][N:7]=1.[N+:11]([O-])([O-:13])=[O:12].[K+]. Product: [OH:1][C:2]1[C:3]([C:8]([NH2:10])=[O:9])=[N:4][C:5]([N+:11]([O-:13])=[O:12])=[CH:6][N:7]=1. The catalyst class is: 445. (7) Reactant: [S:1]1[CH:5]=[CH:4][CH:3]=[C:2]1[C:6]([NH:8][C@@H:9]([CH2:14][CH2:15][CH2:16][CH2:17][CH2:18][C:19]([O:21][C:22]([CH3:25])([CH3:24])[CH3:23])=[O:20])[C:10]([O:12]C)=[O:11])=[O:7].[Li+].[OH-].Cl. Product: [C:22]([O:21][C:19](=[O:20])[CH2:18][CH2:17][CH2:16][CH2:15][CH2:14][C@H:9]([NH:8][C:6]([C:2]1[S:1][CH:5]=[CH:4][CH:3]=1)=[O:7])[C:10]([OH:12])=[O:11])([CH3:25])([CH3:23])[CH3:24]. The catalyst class is: 20. (8) Reactant: [H-].[Al+3].[H-].[H-].[C:5]([CH2:7][N:8]1[C:16]2[C:11](=[CH:12][C:13]([O:17][CH3:18])=[CH:14][CH:15]=2)[CH:10]=[C:9]1[C:19](OCC)=O)#[N:6].[C@H](O)(C([O-])=O)[C@@H](O)C([O-])=O.[Na+].[K+]. Product: [CH3:18][O:17][C:13]1[CH:14]=[CH:15][C:16]2[N:8]3[CH2:7][CH2:5][NH:6][CH2:19][C:9]3=[CH:10][C:11]=2[CH:12]=1. The catalyst class is: 1. (9) Reactant: [F:1][C:2]1[CH:7]=[C:6]([F:8])[CH:5]=[CH:4][C:3]=1[CH2:9][CH2:10][N:11]1[CH2:14][CH:13]([CH2:15][C:16]([C:18]2[CH:23]=[CH:22][CH:21]=[CH:20][CH:19]=2)=[O:17])[CH2:12]1.[BH4-].[Na+]. Product: [F:1][C:2]1[CH:7]=[C:6]([F:8])[CH:5]=[CH:4][C:3]=1[CH2:9][CH2:10][N:11]1[CH2:12][CH:13]([CH2:15][CH:16]([C:18]2[CH:19]=[CH:20][CH:21]=[CH:22][CH:23]=2)[OH:17])[CH2:14]1. The catalyst class is: 5.